From a dataset of Catalyst prediction with 721,799 reactions and 888 catalyst types from USPTO. Predict which catalyst facilitates the given reaction. Reactant: [Cl:1][C:2]1[CH:3]=[CH:4][C:5]([N:15]2[CH:19]=[C:18]([Cl:20])[N:17]=[N:16]2)=[C:6]([C:8]2[N:13]=[CH:12][N:11]=[C:10]([OH:14])[CH:9]=2)[CH:7]=1.CN(C(ON1N=NC2C=CC=NC1=2)=[N+](C)C)C.F[P-](F)(F)(F)(F)F.C1CCN2C(=NCCC2)CC1.[CH3:56][C@@H:57]1[CH2:73][CH2:72][CH2:71][C@H:70](NC(=O)OCC2C=CC=CC=2)[C:69]2[CH:85]=[C:65]([CH:66]=[CH:67][N:68]=2)[C:64]2[N:63]([CH2:86][O:87][CH2:88][CH2:89][Si:90]([CH3:93])([CH3:92])[CH3:91])[N:62]=[CH:61][C:60]=2[NH:59][C:58]1=[O:94]. Product: [Cl:1][C:2]1[CH:3]=[CH:4][C:5]([N:15]2[CH:19]=[C:18]([Cl:20])[N:17]=[N:16]2)=[C:6]([C:8]2[N:13]=[CH:12][N:11]([C@@H:70]3[C:69]4[CH:85]=[C:65]([CH:66]=[CH:67][N:68]=4)[C:64]4[N:63]([CH2:86][O:87][CH2:88][CH2:89][Si:90]([CH3:92])([CH3:91])[CH3:93])[N:62]=[CH:61][C:60]=4[NH:59][C:58](=[O:94])[C@H:57]([CH3:56])[CH2:73][CH2:72][CH2:71]3)[C:10](=[O:14])[CH:9]=2)[CH:7]=1. The catalyst class is: 10.